From a dataset of Forward reaction prediction with 1.9M reactions from USPTO patents (1976-2016). Predict the product of the given reaction. Given the reactants [BH4-].[Na+].[C:3]([O:7][C:8]([C:10]1[CH:15]=[CH:14][C:13]([CH:16]([C:21](OC)=[O:22])[C:17](OC)=[O:18])=[CH:12][CH:11]=1)=[O:9])([CH3:6])([CH3:5])[CH3:4].C1COCC1, predict the reaction product. The product is: [OH:18][CH2:17][CH:16]([C:13]1[CH:14]=[CH:15][C:10]([C:8]([O:7][C:3]([CH3:4])([CH3:6])[CH3:5])=[O:9])=[CH:11][CH:12]=1)[CH2:21][OH:22].